Dataset: Reaction yield outcomes from USPTO patents with 853,638 reactions. Task: Predict the reaction yield, written as a fraction of the theoretical maximum amount of product (1.0 means a 100% yield; for example, 0.34 means a 34% yield). (1) The reactants are C(=O)=O.CC(C)=O.C1(C[O:15][C:16]2[CH:17]=[C:18]3[C:22](=[CH:23][CH:24]=2)[N:21]([S:25]([C:28]2[CH:29]=[C:30]([CH:35]=[CH:36][CH:37]=2)[C:31]([O:33][CH3:34])=[O:32])(=[O:27])=[O:26])[CH:20]=[CH:19]3)C=CC=CC=1.B(Br)(Br)Br. The catalyst is ClCCl. The product is [OH:15][C:16]1[CH:17]=[C:18]2[C:22](=[CH:23][CH:24]=1)[N:21]([S:25]([C:28]1[CH:29]=[C:30]([CH:35]=[CH:36][CH:37]=1)[C:31]([O:33][CH3:34])=[O:32])(=[O:27])=[O:26])[CH:20]=[CH:19]2. The yield is 0.650. (2) The reactants are I.[NH2:2][C:3]1[C:4]([C:11]([NH:13][C:14](=[NH:17])SC)=[O:12])=[N:5][C:6]([Cl:10])=[C:7]([NH2:9])[N:8]=1.C(N(CC)CC)C.[C:25]([O:29][C:30](=[O:48])[NH:31][CH2:32][CH2:33][C:34](=[O:47])[NH:35][C:36]1[CH:41]=[CH:40][C:39]([CH2:42][CH2:43][CH2:44][CH2:45][NH2:46])=[CH:38][CH:37]=1)([CH3:28])([CH3:27])[CH3:26]. The catalyst is C(O)C. The product is [C:25]([O:29][C:30](=[O:48])[NH:31][CH2:32][CH2:33][C:34](=[O:47])[NH:35][C:36]1[CH:41]=[CH:40][C:39]([CH2:42][CH2:43][CH2:44][CH2:45][NH:46][C:14]([NH2:17])=[N:13][C:11]([C:4]2[C:3]([NH2:2])=[N:8][C:7]([NH2:9])=[C:6]([Cl:10])[N:5]=2)=[O:12])=[CH:38][CH:37]=1)([CH3:28])([CH3:26])[CH3:27]. The yield is 0.780. (3) The reactants are S(S([O-])=O)([O-])=O.[Na+].[Na+].[NH2:9][C:10]1[N:15]([C:16]2[CH:21]=[CH:20][CH:19]=[C:18]([O:22][C:23]([F:26])([F:25])[F:24])[CH:17]=2)[C:14](=[S:27])[NH:13][C:12](=[O:28])[C:11]=1[N:29]=O.S(=O)(=O)(O)O. The catalyst is O.N. The product is [NH2:29][C:11]1[C:12](=[O:28])[NH:13][C:14](=[S:27])[N:15]([C:16]2[CH:21]=[CH:20][CH:19]=[C:18]([O:22][C:23]([F:24])([F:25])[F:26])[CH:17]=2)[C:10]=1[NH2:9]. The yield is 0.780. (4) The reactants are COC1C=CC(C([O:22][CH2:23][C@@H:24]([OH:51])[C@@H:25]([O:43][Si](CC)(CC)CC)[C@@H:26]([O:39]CCF)[C@H:27](N2C=C(C)C(N)=NC2=O)[CH2:28][OH:29])(C2C=CC=CC=2)C2C=CC(OC)=CC=2)=CC=1.C(OC(=O)C1C=CC=CC=1)(=[O:61])C1C=CC=CC=1. The catalyst is CN(C=O)C.C(OCC)(=O)C. The product is [CH2:23]([OH:22])[C@H:24]([C@@H:25]([C@@H:26]([C@@H:27]([CH2:28][OH:29])[OH:61])[OH:39])[OH:43])[OH:51]. The yield is 0.932. (5) The yield is 0.900. The reactants are [C:1]1([S:7]([N:10]2[C:14]3=[N:15][CH:16]=[CH:17][CH:18]=[C:13]3[CH:12]=[C:11]2[C:19](OS(C2C=CC(C)=CC=2)(=O)=O)=[CH:20][CH:21]([CH3:23])[CH3:22])(=[O:9])=[O:8])[CH:6]=[CH:5][CH:4]=[CH:3][CH:2]=1.[CH3:35][O:36][C:37]1[CH:38]=[C:39](B(O)O)[CH:40]=[CH:41][CH:42]=1.C(=O)([O-])[O-].[Na+].[Na+]. The catalyst is O1CCOCC1.C(OCC)(=O)C.Cl[Pd](Cl)([P](C1C=CC=CC=1)(C1C=CC=CC=1)C1C=CC=CC=1)[P](C1C=CC=CC=1)(C1C=CC=CC=1)C1C=CC=CC=1. The product is [CH3:35][O:36][C:37]1[CH:38]=[C:39]([C:19]([C:11]2[N:10]([S:7]([C:1]3[CH:2]=[CH:3][CH:4]=[CH:5][CH:6]=3)(=[O:9])=[O:8])[C:14]3=[N:15][CH:16]=[CH:17][CH:18]=[C:13]3[CH:12]=2)=[CH:20][CH:21]([CH3:23])[CH3:22])[CH:40]=[CH:41][CH:42]=1.